From a dataset of Reaction yield outcomes from USPTO patents with 853,638 reactions. Predict the reaction yield, written as a fraction of the theoretical maximum amount of product (1.0 means a 100% yield; for example, 0.34 means a 34% yield). (1) The reactants are [NH2:1][C@@H:2]([CH2:7][C:8]1[CH:13]=[C:12]([O:14][CH3:15])[C:11]([C:16]2[CH:21]=[CH:20][CH:19]=[CH:18][CH:17]=2)=[C:10]([O:22][CH3:23])[CH:9]=1)[C:3]([O:5][CH3:6])=[O:4].[C:24]1(=O)[C:27]2([CH2:32][CH2:31][O:30][CH2:29][CH2:28]2)[C:26](=[O:33])[CH2:25]1. The catalyst is C(Cl)Cl. The product is [O:33]=[C:26]1[C:27]2([CH2:32][CH2:31][O:30][CH2:29][CH2:28]2)[C:24]([NH:1][C@@H:2]([CH2:7][C:8]2[CH:9]=[C:10]([O:22][CH3:23])[C:11]([C:16]3[CH:21]=[CH:20][CH:19]=[CH:18][CH:17]=3)=[C:12]([O:14][CH3:15])[CH:13]=2)[C:3]([O:5][CH3:6])=[O:4])=[CH:25]1. The yield is 0.860. (2) The reactants are [OH:1]/[N:2]=[C:3](\Cl)/[C:4]1[CH:9]=[CH:8][C:7]([F:10])=[CH:6][CH:5]=1.CN([CH:15]=[CH:16][C:17]([O:19][CH2:20][CH3:21])=[O:18])C.C(N(CC)CC)C. The catalyst is C(OCC)C. The product is [CH2:20]([O:19][C:17]([C:16]1[C:3]([C:4]2[CH:9]=[CH:8][C:7]([F:10])=[CH:6][CH:5]=2)=[N:2][O:1][CH:15]=1)=[O:18])[CH3:21]. The yield is 0.880.